Task: Predict the reaction yield, written as a fraction of the theoretical maximum amount of product (1.0 means a 100% yield; for example, 0.34 means a 34% yield).. Dataset: Reaction yield outcomes from USPTO patents with 853,638 reactions (1) The reactants are [F:1][C:2]1[C:3]([C:9]2[N:13]([CH:14]([CH3:16])[CH3:15])[C:12]([CH3:17])=[N:11][CH:10]=2)=[N:4][C:5]([NH2:8])=[N:6][CH:7]=1.[Cl:18][C:19]1[CH:20]=[CH:21][C:22]([C:27]([N:29]2[CH2:34][CH2:33][N:32]([CH3:35])[CH2:31][CH2:30]2)=[O:28])=[C:23]([CH:26]=1)[C:24]#[N:25].C([O-])([O-])=O.[Cs+].[Cs+].CC(C1C=C(C(C)C)C(C2C=CC=CC=2P(C2CCCCC2)C2CCCCC2)=C(C(C)C)C=1)C. The product is [ClH:18].[F:1][C:2]1[C:3]([C:9]2[N:13]([CH:14]([CH3:15])[CH3:16])[C:12]([CH3:17])=[N:11][CH:10]=2)=[N:4][C:5]([NH:8][C:19]2[CH:20]=[CH:21][C:22]([C:27]([N:29]3[CH2:34][CH2:33][N:32]([CH3:35])[CH2:31][CH2:30]3)=[O:28])=[C:23]([CH:26]=2)[C:24]#[N:25])=[N:6][CH:7]=1. The catalyst is C1C=CC(/C=C/C(/C=C/C2C=CC=CC=2)=O)=CC=1.C1C=CC(/C=C/C(/C=C/C2C=CC=CC=2)=O)=CC=1.C1C=CC(/C=C/C(/C=C/C2C=CC=CC=2)=O)=CC=1.[Pd].[Pd]. The yield is 0.580. (2) The reactants are C([NH:8][C:9]1[C:10]([CH3:30])=[C:11]([CH3:29])[C:12]2[O:16][C@@H:15]([CH3:17])[C@@H:14]([C:18]3[CH:23]=[CH:22][C:21]([CH:24]([CH3:26])[CH3:25])=[CH:20][CH:19]=3)[C:13]=2[C:27]=1[CH3:28])C1C=CC=CC=1. The catalyst is CCCCCC. The product is [CH:24]([C:21]1[CH:22]=[CH:23][C:18]([C@H:14]2[C:13]3[C:27]([CH3:28])=[C:9]([NH2:8])[C:10]([CH3:30])=[C:11]([CH3:29])[C:12]=3[O:16][C@H:15]2[CH3:17])=[CH:19][CH:20]=1)([CH3:26])[CH3:25]. The yield is 0.830. (3) The reactants are C(Cl)CCl.Cl.[O:6]=[C:7]1[NH:16][C:15]2[N:14]=[CH:13][C:12](/[CH:17]=[CH:18]/[C:19]([OH:21])=O)=[CH:11][C:10]=2[CH2:9][CH2:8]1.[OH:22][CH2:23][CH2:24][N:25]1[C:33]2[C:28](=[CH:29][CH:30]=[CH:31][CH:32]=2)[C:27]([CH2:34][NH:35][CH3:36])=[CH:26]1.C1C=CC2N(O)N=NC=2C=1.O.C(N(C(C)C)CC)(C)C. The catalyst is CN(C=O)C. The product is [OH:22][CH2:23][CH2:24][N:25]1[C:33]2[C:28](=[CH:29][CH:30]=[CH:31][CH:32]=2)[C:27]([CH2:34][N:35]([CH3:36])[C:19](=[O:21])/[CH:18]=[CH:17]/[C:12]2[CH:13]=[N:14][C:15]3[NH:16][C:7](=[O:6])[CH2:8][CH2:9][C:10]=3[CH:11]=2)=[CH:26]1. The yield is 0.270. (4) The reactants are [C:1]([C:5]1[C:13]2[O:12][CH:11]([CH2:14][NH2:15])[CH2:10][C:9]=2[CH:8]=[C:7]([Cl:16])[CH:6]=1)([CH3:4])([CH3:3])[CH3:2].C(N(C(C)C)CC)(C)C.Cl[C:27]([O:29][CH2:30][C:31]1[CH:36]=[CH:35][CH:34]=[CH:33][CH:32]=1)=[O:28].C1(C2C3OC(CNC(=O)OCC4C=CC=CC=4)CC=3C=CC=2)CCCC1. No catalyst specified. The product is [C:1]([C:5]1[C:13]2[O:12][CH:11]([CH2:14][NH:15][C:27](=[O:28])[O:29][CH2:30][C:31]3[CH:36]=[CH:35][CH:34]=[CH:33][CH:32]=3)[CH2:10][C:9]=2[CH:8]=[C:7]([Cl:16])[CH:6]=1)([CH3:4])([CH3:2])[CH3:3]. The yield is 0.950.